This data is from Forward reaction prediction with 1.9M reactions from USPTO patents (1976-2016). The task is: Predict the product of the given reaction. Given the reactants Br[C:2]1[CH:3]=[C:4]2[C:8](=[CH:9][CH:10]=1)[N:7]([CH2:11][C@@H:12]1[CH2:16][CH2:15][CH2:14][N:13]1[CH3:17])[CH:6]=[CH:5]2.C(P(C(C)(C)C)C(C)(C)C)(C)(C)C.C[Si]([N-:35][Si](C)(C)C)(C)C.[Li+], predict the reaction product. The product is: [CH3:17][N:13]1[CH2:14][CH2:15][CH2:16][C@H:12]1[CH2:11][N:7]1[C:8]2[C:4](=[CH:3][C:2]([NH2:35])=[CH:10][CH:9]=2)[CH:5]=[CH:6]1.